Dataset: Reaction yield outcomes from USPTO patents with 853,638 reactions. Task: Predict the reaction yield, written as a fraction of the theoretical maximum amount of product (1.0 means a 100% yield; for example, 0.34 means a 34% yield). (1) The reactants are [C:1]([CH:5]1[CH2:13][C:12]2[C:7](=[CH:8][C:9]([N+:14]([O-:16])=[O:15])=[CH:10][CH:11]=2)[NH:6]1)([CH3:4])([CH3:3])[CH3:2].C(C1C(=O)C(Cl)=C(Cl)C(=O)C=1C#N)#N. The catalyst is O1CCOCC1. The product is [C:1]([C:5]1[NH:6][C:7]2[C:12]([CH:13]=1)=[CH:11][CH:10]=[C:9]([N+:14]([O-:16])=[O:15])[CH:8]=2)([CH3:4])([CH3:2])[CH3:3]. The yield is 0.800. (2) The reactants are CC(C)([O-])C.[K+].C(S/[N:12]=[N:13]/[C:14]1[CH:15]=[C:16]([CH:20]=[CH:21][C:22]=1[CH3:23])[C:17]([OH:19])=[O:18])(C)(C)C. The catalyst is CS(C)=O. The product is [NH:13]1[C:14]2[C:22](=[CH:21][CH:20]=[C:16]([C:17]([OH:19])=[O:18])[CH:15]=2)[CH:23]=[N:12]1. The yield is 0.970. (3) The reactants are [Cl:1][C:2]1[CH:15]=[C:14](/[CH:16]=[CH:17]/[CH:18]([C:23]2[CH:28]=[C:27]([Cl:29])[C:26]([Cl:30])=[C:25]([Cl:31])[CH:24]=2)[C:19]([F:22])([F:21])[F:20])[CH:13]=[CH:12][C:3]=1[CH2:4][NH:5][C:6](=[O:11])[CH2:7][CH2:8]SC.O[O:33][S:34]([O-:36])=O.[K+].[CH3:38]C(C)=O. The catalyst is O. The product is [Cl:1][C:2]1[CH:15]=[C:14](/[CH:16]=[CH:17]/[CH:18]([C:23]2[CH:24]=[C:25]([Cl:31])[C:26]([Cl:30])=[C:27]([Cl:29])[CH:28]=2)[C:19]([F:22])([F:21])[F:20])[CH:13]=[CH:12][C:3]=1[CH2:4][NH:5][C:6](=[O:11])[CH2:7][CH2:8][S:34]([CH3:38])(=[O:36])=[O:33]. The yield is 0.600. (4) The reactants are [CH:1]1[CH:2]=[CH:3][N:4]=[C:5]([C@@H:7]([O:15][CH:16]2[CH2:21][CH2:20][N:19]([CH2:22][CH2:23][CH2:24][C:25]([OH:27])=[O:26])[CH2:18][CH2:17]2)[C:8]2[CH:9]=[CH:10][C:11]([Cl:14])=[CH:12][CH:13]=2)[CH:6]=1.O.[C:29]1([S:35]([OH:38])(=[O:37])=[O:36])[CH:34]=[CH:33][CH:32]=[CH:31][CH:30]=1. The catalyst is C(#N)C. The product is [CH2:17]1[CH:16]([O:15][C@H:7]([C:5]2[N:4]=[CH:3][CH:2]=[CH:1][CH:6]=2)[C:8]2[CH:13]=[CH:12][C:11]([Cl:14])=[CH:10][CH:9]=2)[CH2:21][CH2:20][N:19]([CH2:22][CH2:23][CH2:24][C:25]([OH:27])=[O:26])[CH2:18]1.[CH:32]1[CH:33]=[CH:34][C:29]([S:35]([OH:38])(=[O:37])=[O:36])=[CH:30][CH:31]=1. The yield is 0.640. (5) The reactants are [OH:1][CH:2]1[CH2:7][O:6][C:5]2([CH2:12][CH2:11][CH:10]([N:13]3[C:18](=[O:19])[C:17]([CH2:20][C:21]4[CH:26]=[CH:25][C:24]([C:27]5[C:28]([C:33]#[N:34])=[CH:29][CH:30]=[CH:31][CH:32]=5)=[CH:23][CH:22]=4)=[C:16]([CH2:35][CH2:36][CH3:37])[N:15]4[N:38]=[CH:39][N:40]=[C:14]34)[CH2:9][CH2:8]2)[O:4][CH2:3]1.N1C(C)=CC=CC=1C.FC(F)(F)S(O[Si:55]([C:58]([CH3:61])([CH3:60])[CH3:59])([CH3:57])[CH3:56])(=O)=O.Cl. The catalyst is O1CCCC1.O.C(OCC)(=O)C. The product is [Si:55]([O:1][CH:2]1[CH2:7][O:6][C:5]2([CH2:12][CH2:11][CH:10]([N:13]3[C:18](=[O:19])[C:17]([CH2:20][C:21]4[CH:26]=[CH:25][C:24]([C:27]5[C:28]([C:33]#[N:34])=[CH:29][CH:30]=[CH:31][CH:32]=5)=[CH:23][CH:22]=4)=[C:16]([CH2:35][CH2:36][CH3:37])[N:15]4[N:38]=[CH:39][N:40]=[C:14]34)[CH2:9][CH2:8]2)[O:4][CH2:3]1)([C:58]([CH3:61])([CH3:60])[CH3:59])([CH3:57])[CH3:56]. The yield is 1.00. (6) The reactants are [F:1][C:2]1[CH:7]=[CH:6][C:5]([C:8]2[C:13]([C:14]([O:16][CH3:17])=[O:15])=[C:12]([CH:18]([CH3:20])[CH3:19])[N:11]=[C:10]([OH:21])[N:9]=2)=[CH:4][CH:3]=1.C(N(CC)CC)C.C1(C)C=CC=CC=1.[F:36][C:37]([F:50])([F:49])[S:38](O[S:38]([C:37]([F:50])([F:49])[F:36])(=[O:40])=[O:39])(=[O:40])=[O:39]. The catalyst is O. The product is [F:1][C:2]1[CH:3]=[CH:4][C:5]([C:8]2[C:13]([C:14]([O:16][CH3:17])=[O:15])=[C:12]([CH:18]([CH3:19])[CH3:20])[N:11]=[C:10]([O:21][S:38]([C:37]([F:50])([F:49])[F:36])(=[O:40])=[O:39])[N:9]=2)=[CH:6][CH:7]=1. The yield is 0.740. (7) The product is [CH2:1]([N:8]1[C:13](=[O:14])[C:12]([CH2:15][N:30]([CH3:31])[CH3:29])=[CH:11][C:10]([C:21]2[CH:26]=[CH:25][C:24]([F:27])=[C:23]([CH3:28])[CH:22]=2)=[N:9]1)[C:2]1[CH:7]=[CH:6][CH:5]=[CH:4][CH:3]=1. The yield is 0.927. No catalyst specified. The reactants are [CH2:1]([N:8]1[C:13](=[O:14])[C:12]([CH2:15]OS(C)(=O)=O)=[CH:11][C:10]([C:21]2[CH:26]=[CH:25][C:24]([F:27])=[C:23]([CH3:28])[CH:22]=2)=[N:9]1)[C:2]1[CH:7]=[CH:6][CH:5]=[CH:4][CH:3]=1.[CH3:29][NH:30][CH3:31]. (8) The reactants are C[O:2][C:3]([C:5]1[C:6]([C:14]2[CH:19]=[CH:18][CH:17]=[CH:16][C:15]=2[N+:20]([O-:22])=[O:21])=[CH:7][CH:8]=[C:9]([C:11](=[S:13])[NH2:12])[CH:10]=1)=[O:4].Br.Br[CH2:25][C:26]([C:28]1[CH:33]=[CH:32][N:31]=[CH:30][CH:29]=1)=O. No catalyst specified. The product is [N+:20]([C:15]1[CH:16]=[CH:17][CH:18]=[CH:19][C:14]=1[C:6]1[C:5]([C:3]([OH:2])=[O:4])=[CH:10][C:9]([C:11]2[S:13][CH:25]=[C:26]([C:28]3[CH:33]=[CH:32][N:31]=[CH:30][CH:29]=3)[N:12]=2)=[CH:8][CH:7]=1)([O-:22])=[O:21]. The yield is 0.770. (9) The reactants are C(CCC1C(CCCCCCOC2C=C(C3C=CC(F)=C(F)C=3)C=C(C(=O)N(C)C)C=2)=CC=CC=1OCCCC(O)=O)(O)=O.C([O:47][C:48](=[O:94])[CH2:49][CH2:50][CH2:51][O:52][C:53]1[CH:58]=[CH:57][CH:56]=[C:55]([CH2:59][CH2:60][CH2:61][CH2:62][CH2:63][CH2:64][O:65][C:66]2[CH:67]=[C:68]([C:81]3[CH:86]=[CH:85][CH:84]=[CH:83][CH:82]=3)[CH:69]=[C:70]([C:72]([N:74]3[CH2:78][CH2:77][C:76]([F:80])([F:79])[CH2:75]3)=[O:73])[CH:71]=2)[C:54]=1[CH2:87][CH2:88][C:89]([O:91]CC)=[O:90])C.[OH-].[Na+]. The catalyst is CCO. The product is [C:89]([CH2:88][CH2:87][C:54]1[C:55]([CH2:59][CH2:60][CH2:61][CH2:62][CH2:63][CH2:64][O:65][C:66]2[CH:67]=[C:68]([C:81]3[CH:82]=[CH:83][CH:84]=[CH:85][CH:86]=3)[CH:69]=[C:70]([C:72]([N:74]3[CH2:78][CH2:77][C:76]([F:80])([F:79])[CH2:75]3)=[O:73])[CH:71]=2)=[CH:56][CH:57]=[CH:58][C:53]=1[O:52][CH2:51][CH2:50][CH2:49][C:48]([OH:94])=[O:47])([OH:91])=[O:90]. The yield is 0.990. (10) The reactants are C([O:5][C:6](=[O:45])[C@@H:7]([NH:37]C(OC(C)(C)C)=O)[CH2:8][C:9]([O:11][CH2:12][C:13]1[CH:18]=[CH:17][C:16]([NH:19][C:20]2[CH:25]=[C:24]([C:26]3[CH:31]=[C:30]([Cl:32])[CH:29]=[CH:28][C:27]=3[O:33][CH2:34][CH3:35])[N:23]=[C:22]([NH2:36])[N:21]=2)=[CH:15][CH:14]=1)=[O:10])(C)(C)C.Cl. No catalyst specified. The product is [NH2:36][C:22]1[N:21]=[C:20]([NH:19][C:16]2[CH:15]=[CH:14][C:13]([CH2:12][O:11][C:9](=[O:10])[CH2:8][C@H:7]([NH2:37])[C:6]([OH:45])=[O:5])=[CH:18][CH:17]=2)[CH:25]=[C:24]([C:26]2[CH:31]=[C:30]([Cl:32])[CH:29]=[CH:28][C:27]=2[O:33][CH2:34][CH3:35])[N:23]=1. The yield is 0.690.